Dataset: Forward reaction prediction with 1.9M reactions from USPTO patents (1976-2016). Task: Predict the product of the given reaction. (1) Given the reactants [Cl:1][C:2]1[C:7]2[N:8]=[C:9]([CH2:19][O:20][CH2:21][CH3:22])[N:10]([NH:11]C(=O)OC(C)(C)C)[C:6]=2[C:5]([CH3:23])=[C:4]([CH3:24])[N:3]=1.FC(F)(F)C(O)=O, predict the reaction product. The product is: [Cl:1][C:2]1[C:7]2[N:8]=[C:9]([CH2:19][O:20][CH2:21][CH3:22])[N:10]([NH2:11])[C:6]=2[C:5]([CH3:23])=[C:4]([CH3:24])[N:3]=1. (2) Given the reactants [Br:1][C:2]1[CH:7]=[CH:6][N:5]=[C:4]([CH3:8])[CH:3]=1.[O-:9][Mn](=O)(=O)=O.[K+].[OH2:15], predict the reaction product. The product is: [Br:1][C:2]1[CH:7]=[CH:6][N:5]=[C:4]([C:8]([OH:9])=[O:15])[CH:3]=1. (3) Given the reactants [NH2:1][C:2]1[CH:3]=[C:4]([C:8]2[C:9]3[C:16]([C:17]([O:19][CH2:20][CH3:21])=[O:18])=[CH:15][NH:14][C:10]=3[N:11]=[CH:12][N:13]=2)[CH:5]=[CH:6][CH:7]=1.CCN(C(C)C)C(C)C.Cl[CH2:32][CH2:33][S:34](Cl)(=[O:36])=[O:35], predict the reaction product. The product is: [CH:33]([S:34]([NH:1][C:2]1[CH:3]=[C:4]([C:8]2[C:9]3[C:16]([C:17]([O:19][CH2:20][CH3:21])=[O:18])=[CH:15][NH:14][C:10]=3[N:11]=[CH:12][N:13]=2)[CH:5]=[CH:6][CH:7]=1)(=[O:36])=[O:35])=[CH2:32]. (4) Given the reactants [NH2:1][C:2]1[C:11]2[N:12]=[C:13]([CH2:19][CH2:20][CH3:21])[N:14]([CH2:15][CH:16]([CH3:18])[CH3:17])[C:10]=2[C:9]2[CH:8]=[CH:7][C:6]([OH:22])=[CH:5][C:4]=2[N:3]=1.C(=O)([O-])[O-].[Cs+].[Cs+].Br[CH2:30][C:31]([C:33]1[CH:38]=[CH:37][CH:36]=[CH:35][CH:34]=1)=[O:32].O, predict the reaction product. The product is: [NH2:1][C:2]1[C:11]2[N:12]=[C:13]([CH2:19][CH2:20][CH3:21])[N:14]([CH2:15][CH:16]([CH3:18])[CH3:17])[C:10]=2[C:9]2[CH:8]=[CH:7][C:6]([O:22][CH2:30][C:31]([C:33]3[CH:38]=[CH:37][CH:36]=[CH:35][CH:34]=3)=[O:32])=[CH:5][C:4]=2[N:3]=1. (5) Given the reactants [CH2:1]([O:3][C:4](=[O:7])[CH2:5]Br)[CH3:2].[CH3:8][C:9]1[S:13][C:12]([NH:14][C:15]2[CH:20]=[CH:19][CH:18]=[CH:17][N:16]=2)=[N:11][C:10]=1[C:21]1[CH:22]=[N:23][NH:24][CH:25]=1.C([O-])([O-])=O.[K+].[K+].O, predict the reaction product. The product is: [CH3:8][C:9]1[S:13][C:12]([NH:14][C:15]2[CH:20]=[CH:19][CH:18]=[CH:17][N:16]=2)=[N:11][C:10]=1[C:21]1[CH:22]=[N:23][N:24]([CH2:5][C:4]([O:3][CH2:1][CH3:2])=[O:7])[CH:25]=1. (6) Given the reactants N#N.[C:3]([O:7][C:8]([NH:10][C@H:11]([CH2:15][C:16]1[CH:21]=[CH:20][C:19]([O:22][CH3:23])=[CH:18][CH:17]=1)[C:12](O)=O)=[O:9])([CH3:6])([CH3:5])[CH3:4].C(N1CCOCC1)C.CN(C(ON1N=NC2C=CC=CC1=2)=[N+](C)C)C.[B-](F)(F)(F)F.[N+:54]([C:57]1[CH:58]=[C:59]([NH2:64])[C:60]([NH2:63])=[CH:61][CH:62]=1)([O-:56])=[O:55], predict the reaction product. The product is: [CH3:23][O:22][C:19]1[CH:20]=[CH:21][C:16]([CH2:15][C@@H:11]([NH:10][C:8](=[O:9])[O:7][C:3]([CH3:6])([CH3:5])[CH3:4])[C:12]2[NH:63][C:60]3[CH:61]=[CH:62][C:57]([N+:54]([O-:56])=[O:55])=[CH:58][C:59]=3[N:64]=2)=[CH:17][CH:18]=1. (7) The product is: [ClH:43].[ClH:43].[CH3:1][NH:2][CH2:10][C:11]1[CH:15]=[C:14]([C:16]2[C:20]([CH3:21])=[CH:19][S:18][CH:17]=2)[N:13]([S:22]([C:25]2[CH:26]=[N:27][CH:28]=[CH:29][CH:30]=2)(=[O:23])=[O:24])[CH:12]=1. Given the reactants [CH3:1][N:2]([CH2:10][C:11]1[CH:15]=[C:14]([C:16]2[C:20]([CH3:21])=[CH:19][S:18][CH:17]=2)[N:13]([S:22]([C:25]2[CH:26]=[N:27][CH:28]=[CH:29][CH:30]=2)(=[O:24])=[O:23])[CH:12]=1)C(=O)OC(C)(C)C.FC(F)(F)C(O)=O.C(=O)([O-])O.[Na+].[Cl:43]CCl, predict the reaction product.